From a dataset of Reaction yield outcomes from USPTO patents with 853,638 reactions. Predict the reaction yield, written as a fraction of the theoretical maximum amount of product (1.0 means a 100% yield; for example, 0.34 means a 34% yield). (1) The reactants are [Cl:1][C:2]1[CH:3]=[C:4]([NH:12][CH:13]([CH3:17])[CH2:14][O:15][CH3:16])[C:5]([CH3:11])=[C:6]([CH:10]=1)[C:7]([OH:9])=O.Cl.[NH2:19][CH2:20][C:21]1[C:22](=[O:29])[NH:23][C:24]([CH3:28])=[CH:25][C:26]=1[CH3:27].C1C=NC2N(O)N=NC=2C=1.CN1CCOCC1.C(Cl)CCl. The catalyst is ClCCl. The product is [Cl:1][C:2]1[CH:3]=[C:4]([NH:12][CH:13]([CH3:17])[CH2:14][O:15][CH3:16])[C:5]([CH3:11])=[C:6]([CH:10]=1)[C:7]([NH:19][CH2:20][C:21]1[C:22](=[O:29])[NH:23][C:24]([CH3:28])=[CH:25][C:26]=1[CH3:27])=[O:9]. The yield is 0.920. (2) The reactants are C([NH:4][C@:5]1([C:22](NC(C)(C)C)=[O:23])[C@@H:9]([CH2:10][CH2:11][CH2:12][B:13]2[O:17]C(C)(C)C(C)(C)[O:14]2)[CH2:8][NH:7][CH2:6]1)(=O)C.S([O-])([O-])(=O)=O.[Na+].[Na+].[CH3:36][N:37]([CH3:44])[CH2:38][C:39]([CH3:43])([CH3:42])[CH:40]=O.C(O[BH-](OC(=O)C)OC(=O)C)(=[O:47])C.[Na+].C(=O)([O-])[O-].[Na+].[Na+]. The catalyst is ClCCCl.C(O)(=O)C. The product is [NH2:4][C@:5]1([C:22]([OH:23])=[O:47])[C@@H:9]([CH2:10][CH2:11][CH2:12][B:13]([OH:14])[OH:17])[CH2:8][N:7]([CH2:40][C:39]([CH3:43])([CH3:42])[CH2:38][N:37]([CH3:44])[CH3:36])[CH2:6]1. The yield is 0.160. (3) The reactants are C(=O)(O)O.[NH2:5][NH:6][C:7]([NH2:9])=[NH:8].[Cl:10][C:11]1[C:20]([Cl:21])=[CH:19][CH:18]=[CH:17][C:12]=1[C:13]([C:15]#[N:16])=O. The catalyst is S(=O)(=O)(O)O.C(#N)C. The product is [Cl:10][C:11]1[C:20]([Cl:21])=[CH:19][CH:18]=[CH:17][C:12]=1/[C:13](=[N:5]/[NH:6][C:7]([NH2:9])=[NH:8])/[C:15]#[N:16]. The yield is 0.660. (4) The reactants are [CH2:1]([C:4]1[CH:9]=[C:8]([F:10])[CH:7]=[C:6]([Br:11])[C:5]=1[OH:12])[CH:2]=[CH2:3].ClC1C=C(C=CC=1)C(OO)=[O:18].C(=O)([O-])[O-].[K+].[K+]. No catalyst specified. The product is [Br:11][C:6]1[C:5]2[O:12][CH:2]([CH2:3][OH:18])[CH2:1][C:4]=2[CH:9]=[C:8]([F:10])[CH:7]=1. The yield is 0.780.